This data is from Catalyst prediction with 721,799 reactions and 888 catalyst types from USPTO. The task is: Predict which catalyst facilitates the given reaction. The catalyst class is: 13. Product: [Cl:1][C:2]1[CH:3]=[CH:4][C:5]([CH2:6][NH:7][C:8]([C:10]2[C:11](=[O:27])[C:12]3[C:13]4[N:14]([CH:26]=2)[CH2:15][C:16](=[O:25])[N:17]([CH3:24])[C:18]=4[CH:19]=[C:20]([CH2:22][N:38]([CH2:37][CH:36]([C:35]2[CH:34]=[C:33]([CH3:41])[O:32][C:31]=2[CH3:30])[OH:40])[CH3:39])[CH:21]=3)=[O:9])=[CH:28][CH:29]=1. Reactant: [Cl:1][C:2]1[CH:29]=[CH:28][C:5]([CH2:6][NH:7][C:8]([C:10]2[C:11](=[O:27])[C:12]3[C:13]4[N:14]([CH:26]=2)[CH2:15][C:16](=[O:25])[N:17]([CH3:24])[C:18]=4[CH:19]=[C:20]([CH2:22]Cl)[CH:21]=3)=[O:9])=[CH:4][CH:3]=1.[CH3:30][C:31]1[O:32][C:33]([CH3:41])=[CH:34][C:35]=1[CH:36]([OH:40])[CH2:37][NH:38][CH3:39].CN(C=O)C.